From a dataset of Reaction yield outcomes from USPTO patents with 853,638 reactions. Predict the reaction yield, written as a fraction of the theoretical maximum amount of product (1.0 means a 100% yield; for example, 0.34 means a 34% yield). (1) The reactants are [CH3:1][O:2][C:3]1[CH:8]=[CH:7][C:6]([CH2:9][C:10]([OH:12])=[O:11])=[CH:5][CH:4]=1.[Li+].[CH3:14][Si]([N-][Si](C)(C)C)(C)C.[C:23]([C:25]1[CH:33]=[CH:32][C:28]([C:29](Cl)=[O:30])=[CH:27][C:26]=1[F:34])#[N:24].[NH4+].[Cl-]. The catalyst is C1COCC1. The product is [CH3:14][O:11][C:10](=[O:12])[CH:9]([C:6]1[CH:5]=[CH:4][C:3]([O:2][CH3:1])=[CH:8][CH:7]=1)[C:29]([C:28]1[CH:32]=[CH:33][C:25]([C:23]#[N:24])=[C:26]([F:34])[CH:27]=1)=[O:30]. The yield is 0.450. (2) The reactants are Cl[C:2]1[CH:3]=[CH:4][C:5]2[C:14]3[C:9](=[CH:10][C:11]([C:15]4[CH:16]=[CH:17][C:18]5[N:22]=[C:21]([C@H:23]6[CH:28]7[CH2:29][C@H:25]([CH2:26][CH2:27]7)[N:24]6[C:30]([O:32][C:33]([CH3:36])([CH3:35])[CH3:34])=[O:31])[NH:20][C:19]=5[CH:37]=4)=[CH:12][CH:13]=3)[O:8][CH2:7][C:6]=2[CH:38]=1.[B:39]1([B:39]2[O:43][C:42]([CH3:45])([CH3:44])[C:41]([CH3:47])([CH3:46])[O:40]2)[O:43][C:42]([CH3:45])([CH3:44])[C:41]([CH3:47])([CH3:46])[O:40]1.C([O-])(=O)C.[K+].C1(P(C2CCCCC2)C2C=CC=CC=2C2C(CCC)=CC(CCC)=CC=2CCC)CCCCC1. The catalyst is O1CCOCC1.C(OCC)(=O)C. The product is [CH3:46][C:41]1([CH3:47])[C:42]([CH3:45])([CH3:44])[O:43][B:39]([C:2]2[CH:3]=[CH:4][C:5]3[C:14]4[C:9](=[CH:10][C:11]([C:15]5[CH:16]=[CH:17][C:18]6[N:22]=[C:21]([C@H:23]7[CH:28]8[CH2:29][C@H:25]([CH2:26][CH2:27]8)[N:24]7[C:30]([O:32][C:33]([CH3:36])([CH3:35])[CH3:34])=[O:31])[NH:20][C:19]=6[CH:37]=5)=[CH:12][CH:13]=4)[O:8][CH2:7][C:6]=3[CH:38]=2)[O:40]1. The yield is 0.840. (3) The reactants are Cl.[NH2:2][C@H:3]([CH2:7][CH2:8][C:9]([F:12])([F:11])[F:10])[C:4]([NH2:6])=[O:5].[Cl:13][C:14]1[CH:19]=[CH:18][C:17]([S:20](Cl)(=[O:22])=[O:21])=[CH:16][CH:15]=1.C1COCC1.C(N(CC)CC)C. The catalyst is O. The product is [Cl:13][C:14]1[CH:19]=[CH:18][C:17]([S:20]([NH:2][C@H:3]([CH2:7][CH2:8][C:9]([F:10])([F:11])[F:12])[C:4]([NH2:6])=[O:5])(=[O:22])=[O:21])=[CH:16][CH:15]=1. The yield is 0.910.